From a dataset of Catalyst prediction with 721,799 reactions and 888 catalyst types from USPTO. Predict which catalyst facilitates the given reaction. (1) Reactant: [Cl:1][C:2]1[S:6][C:5]([C:7]([NH:9][C@H:10]2[CH2:14][N:13]([CH2:15][C:16](=[O:32])[NH:17][C:18]3[CH:23]=[CH:22][C:21]([N:24]4[CH:29]=[CH:28][CH:27]=[CH:26][C:25]4=[O:30])=[CH:20][C:19]=3[F:31])[CH2:12][C@@H:11]2[C:33]([O-:35])=O)=[O:8])=[CH:4][CH:3]=1.[Li+].C1N=CN(C(N2C=NC=C2)=O)C=1.[CH3:49][NH:50][CH2:51][CH2:52][OH:53]. Product: [OH:53][CH2:52][CH2:51][N:50]([CH3:49])[C:33]([C@@H:11]1[C@@H:10]([NH:9][C:7]([C:5]2[S:6][C:2]([Cl:1])=[CH:3][CH:4]=2)=[O:8])[CH2:14][N:13]([CH2:15][C:16](=[O:32])[NH:17][C:18]2[CH:23]=[CH:22][C:21]([N:24]3[CH:29]=[CH:28][CH:27]=[CH:26][C:25]3=[O:30])=[CH:20][C:19]=2[F:31])[CH2:12]1)=[O:35]. The catalyst class is: 118. (2) Reactant: [CH3:1][C:2]1([CH3:18])[O:6][N:5]=[C:4]([S:7][CH2:8][C:9]2[C:10]([C:15](=[O:17])[CH3:16])=[N:11][N:12]([CH3:14])[N:13]=2)[CH2:3]1.[BH4-].[Na+]. Product: [CH3:18][C:2]1([CH3:1])[O:6][N:5]=[C:4]([S:7][CH2:8][C:9]2[C:10]([CH:15]([OH:17])[CH3:16])=[N:11][N:12]([CH3:14])[N:13]=2)[CH2:3]1. The catalyst class is: 5. (3) Reactant: [K].[CH3:2][C:3]1([CH3:10])[O:7][C:6](=[O:8])[NH:5][C:4]1=[O:9].[C:11]1([C:21](Cl)=[O:22])[C:20]2[C:15](=[CH:16][CH:17]=[CH:18][CH:19]=2)[CH:14]=[CH:13][CH:12]=1.C(OCC)(=O)C. Product: [CH3:2][C:3]1([CH3:10])[O:7][C:6](=[O:8])[N:5]([C:21]([C:11]2[C:20]3[C:15](=[CH:16][CH:17]=[CH:18][CH:19]=3)[CH:14]=[CH:13][CH:12]=2)=[O:22])[C:4]1=[O:9]. The catalyst class is: 7. (4) Reactant: [Cl:1][C:2]1[CH:3]=[C:4]([N:9]2[C:14](=[O:15])[CH:13]=[C:12]([O:16][CH:17]3[CH2:22][CH2:21][N:20]([C:23]([O:25][C:26]([CH3:29])([CH3:28])[CH3:27])=[O:24])[CH2:19][CH2:18]3)[C:11]([NH:30]C(OCC[Si](C)(C)C)=O)=[N:10]2)[CH:5]=[CH:6][C:7]=1[Cl:8].CCCC[N+](CCCC)(CCCC)CCCC.[F-]. Product: [NH2:30][C:11]1[C:12]([O:16][CH:17]2[CH2:22][CH2:21][N:20]([C:23]([O:25][C:26]([CH3:29])([CH3:28])[CH3:27])=[O:24])[CH2:19][CH2:18]2)=[CH:13][C:14](=[O:15])[N:9]([C:4]2[CH:5]=[CH:6][C:7]([Cl:8])=[C:2]([Cl:1])[CH:3]=2)[N:10]=1. The catalyst class is: 1. (5) Reactant: [S:1]1[CH:5]=[CH:4][CH:3]=[C:2]1[S:6]([N:9]1[CH2:14][CH2:13][N:12]([C:15]2[CH:20]=[CH:19][C:18]([C:21]([OH:30])([C:26]([F:29])([F:28])[F:27])[C:22]([F:25])([F:24])[F:23])=[CH:17][C:16]=2[C:31]#[C:32][CH:33]([OH:36])[CH2:34][CH3:35])[CH2:11][CH2:10]1)(=[O:8])=[O:7].[H-].[Na+].[CH3:39]I. Product: [F:28][C:26]([F:27])([F:29])[C:21]([C:18]1[CH:19]=[CH:20][C:15]([N:12]2[CH2:13][CH2:14][N:9]([S:6]([C:2]3[S:1][CH:5]=[CH:4][CH:3]=3)(=[O:8])=[O:7])[CH2:10][CH2:11]2)=[C:16]([C:31]#[C:32][CH:33]([O:36][CH3:39])[CH2:34][CH3:35])[CH:17]=1)([OH:30])[C:22]([F:25])([F:23])[F:24]. The catalyst class is: 1. (6) Reactant: [CH3:1][C:2]1[C:3]([C:8]([O:10][CH3:11])=[O:9])=[N:4][CH:5]=[CH:6][CH:7]=1.ClC1C=C(C=CC=1)C(OO)=[O:17].C([O-])(O)=O.[Na+]. Product: [CH3:1][C:2]1[C:3]([C:8]([O:10][CH3:11])=[O:9])=[N+:4]([O-:17])[CH:5]=[CH:6][CH:7]=1. The catalyst class is: 2.